From a dataset of Forward reaction prediction with 1.9M reactions from USPTO patents (1976-2016). Predict the product of the given reaction. (1) Given the reactants CN(C(ON1N=NC2C=CC=NC1=2)=[N+](C)C)C.F[P-](F)(F)(F)(F)F.CCN(C(C)C)C(C)C.[Cl:34][C:35]1[CH:40]=[C:39]([Cl:41])[N:38]=[C:37]([C:42]([OH:44])=O)[CH:36]=1.[NH2:45][C:46]1[CH:51]=[CH:50][CH:49]=[CH:48][C:47]=1[CH2:52][C:53]([O:55][C:56]([CH3:59])([CH3:58])[CH3:57])=[O:54], predict the reaction product. The product is: [Cl:34][C:35]1[CH:40]=[C:39]([Cl:41])[N:38]=[C:37]([C:42]([NH:45][C:46]2[CH:51]=[CH:50][CH:49]=[CH:48][C:47]=2[CH2:52][C:53]([O:55][C:56]([CH3:59])([CH3:58])[CH3:57])=[O:54])=[O:44])[CH:36]=1. (2) Given the reactants [NH2:1][C:2]1[CH:3]=[CH:4][CH:5]=[C:6]2[C:11]=1[C:10](=[O:12])[CH2:9][CH2:8][CH2:7]2.O.[C:14]([OH:18])(=[O:17])[CH:15]=O.[CH3:19][O:20][C:21]1[CH:26]=[CH:25][C:24](B(O)O)=[CH:23][CH:22]=1, predict the reaction product. The product is: [CH3:19][O:20][C:21]1[CH:26]=[CH:25][C:24]([CH:15]([NH:1][C:2]2[C:11]3[C:10](=[O:12])[CH2:9][CH2:8][CH2:7][C:6]=3[CH:5]=[CH:4][CH:3]=2)[C:14]([OH:18])=[O:17])=[CH:23][CH:22]=1. (3) Given the reactants [C:1]1([CH3:14])[CH:6]=[CH:5][CH:4]=[C:3]([O:7][C@@H:8]([CH3:13])[C:9]([O:11][CH3:12])=[O:10])[CH:2]=1.C1C(=O)N([Br:22])C(=O)C1.CC(N=NC(C#N)(C)C)(C#N)C, predict the reaction product. The product is: [Br:22][CH2:14][C:1]1[CH:2]=[C:3]([CH:4]=[CH:5][CH:6]=1)[O:7][C@@H:8]([CH3:13])[C:9]([O:11][CH3:12])=[O:10]. (4) Given the reactants [NH2:1][C:2]1[CH:3]=[CH:4][C:5]([Cl:11])=[C:6]([CH:10]=1)[C:7]([OH:9])=[O:8].[N:12]([O-])=O.[Na+].O.O.[Sn](Cl)(Cl)(Cl)Cl, predict the reaction product. The product is: [ClH:11].[Cl:11][C:5]1[CH:4]=[CH:3][C:2]([NH:1][NH2:12])=[CH:10][C:6]=1[C:7]([OH:9])=[O:8]. (5) The product is: [Cl:40][C:36]1[CH:35]=[C:34]2[C:39]([C:30]([NH2:29])=[CH:31][CH2:32][N:33]2[C:8]([C:5]2[CH:6]=[CH:7][C:2]([Cl:1])=[CH:3][CH:4]=2)([C:22]2[CH:27]=[CH:26][C:25]([F:28])=[CH:24][CH:23]=2)[C:10]2[CH:15]=[CH:14][C:13]([CH2:16][N:17]3[CH2:21][CH2:20][CH2:19][CH2:18]3)=[CH:12][CH:11]=2)=[CH:38][CH:37]=1. Given the reactants [Cl:1][C:2]1[CH:7]=[CH:6][C:5]([C:8]([C:22]2[CH:27]=[CH:26][C:25]([F:28])=[CH:24][CH:23]=2)([C:10]2[CH:15]=[CH:14][C:13]([CH2:16][N:17]3[CH2:21][CH2:20][CH2:19][CH2:18]3)=[CH:12][CH:11]=2)O)=[CH:4][CH:3]=1.[NH2:29][C:30]1[C:39]2[C:34](=[CH:35][C:36]([Cl:40])=[CH:37][CH:38]=2)[N:33]=[CH:32][CH:31]=1.ClC1C=C2C(C(N)=CCN2C(C2C=CC(Cl)=CC=2)(C2C=CC(CN3CCCC3)=CC=2)C2C=CC=CC=2)=CC=1, predict the reaction product.